Task: Predict the product of the given reaction.. Dataset: Forward reaction prediction with 1.9M reactions from USPTO patents (1976-2016) (1) Given the reactants [Cl:1][C:2]1[CH:3]=[C:4]([C:8]#[C:9][C@@:10]2([O:27]CC3C=CC(OC)=CC=3)[CH2:15][CH2:14][CH2:13][C@@H:12]([NH:16][C:17]3[CH:18]=[C:19]4[C:24](=[CH:25][CH:26]=3)[N:23]=[CH:22][CH:21]=[N:20]4)[CH2:11]2)[CH:5]=[CH:6][CH:7]=1.ClC1C=C(C#C[C@@]2(OCC3C=CC(OC)=CC=3)CCC[C@@H](N)C2)C=CC=1.BrC1C=C2C(=CC=1)N=CC=N2.CC([O-])(C)C.[Na+].C1C=CC(P(C2C(C3C(P(C4C=CC=CC=4)C4C=CC=CC=4)=CC=C4C=3C=CC=C4)=C3C(C=CC=C3)=CC=2)C2C=CC=CC=2)=CC=1.C([O-])([O-])=O.[Na+].[Na+], predict the reaction product. The product is: [Cl:1][C:2]1[CH:3]=[C:4]([C:8]#[C:9][C@@:10]2([OH:27])[CH2:15][CH2:14][CH2:13][C@@H:12]([NH:16][C:17]3[CH:18]=[C:19]4[C:24](=[CH:25][CH:26]=3)[N:23]=[CH:22][CH:21]=[N:20]4)[CH2:11]2)[CH:5]=[CH:6][CH:7]=1. (2) Given the reactants [Cl:1][C:2]1[CH:3]=[CH:4][C:5]([O:17][CH3:18])=[C:6]([C:8]2[N:9]=[C:10]([CH3:16])[S:11][C:12]=2C(O)=O)[CH:7]=1.BrC1SC([NH:34][C:35](=[O:41])[O:36][C:37]([CH3:40])([CH3:39])[CH3:38])=C(C2C=C(Cl)C=CC=2OC)N=1, predict the reaction product. The product is: [Cl:1][C:2]1[CH:3]=[CH:4][C:5]([O:17][CH3:18])=[C:6]([C:8]2[N:9]=[C:10]([CH3:16])[S:11][C:12]=2[NH:34][C:35](=[O:41])[O:36][C:37]([CH3:40])([CH3:39])[CH3:38])[CH:7]=1. (3) The product is: [CH:13]1[C:14]2[C:9](=[CH:8][C:7]([C:4]3[O:3][C:2]([NH:17][C:18]4[CH:19]=[C:20]([NH:24][S:25]([CH2:28][C:29]5[CH:30]=[CH:31][CH:32]=[CH:33][CH:34]=5)(=[O:27])=[O:26])[CH:21]=[CH:22][CH:23]=4)=[N:6][CH:5]=3)=[CH:16][CH:15]=2)[CH:10]=[CH:11][N:12]=1. Given the reactants Cl[C:2]1[O:3][C:4]([C:7]2[CH:8]=[C:9]3[C:14](=[CH:15][CH:16]=2)[CH:13]=[N:12][CH:11]=[CH:10]3)=[CH:5][N:6]=1.[NH2:17][C:18]1[CH:19]=[C:20]([NH:24][S:25]([CH2:28][C:29]2[CH:34]=[CH:33][CH:32]=[CH:31][CH:30]=2)(=[O:27])=[O:26])[CH:21]=[CH:22][CH:23]=1, predict the reaction product. (4) Given the reactants [H-].[H-].[H-].[H-].[Li+].[Al+3].C([O:9][C:10](=O)[CH2:11][C:12]1[C:13]2[CH:24]=[CH:23][C:22]3[C:17](=[CH:18][CH:19]=[CH:20][CH:21]=3)[C:14]=2[O:15][CH:16]=1)C, predict the reaction product. The product is: [O:15]1[CH:16]=[C:12]([CH2:11][CH2:10][OH:9])[C:13]2[CH:24]=[CH:23][C:22]3[C:17]([C:14]1=2)=[CH:18][CH:19]=[CH:20][CH:21]=3.